This data is from Forward reaction prediction with 1.9M reactions from USPTO patents (1976-2016). The task is: Predict the product of the given reaction. (1) Given the reactants Br[CH2:2][C:3]1[CH:8]=[CH:7][C:6]([O:9][CH3:10])=[CH:5][C:4]=1[CH3:11].[P:12]([O:19]CC)([O:16][CH2:17][CH3:18])[O:13][CH2:14][CH3:15], predict the reaction product. The product is: [CH3:10][O:9][C:6]1[CH:7]=[CH:8][C:3]([CH2:2][P:12](=[O:19])([O:16][CH2:17][CH3:18])[O:13][CH2:14][CH3:15])=[C:4]([CH3:11])[CH:5]=1. (2) Given the reactants Cl[C:2]1[N:3]([C:19]2[CH:24]=[CH:23][C:22]([C:25]([F:28])([F:27])[F:26])=[CH:21][CH:20]=2)[N:4]=[C:5]2[C:10]=1[CH:9]=[CH:8][C:7]([C:11]1[CH:16]=[CH:15][CH:14]=[CH:13][C:12]=1[O:17][CH3:18])=[CH:6]2.[OH-:29].[K+], predict the reaction product. The product is: [CH3:18][O:17][C:12]1[CH:13]=[CH:14][CH:15]=[CH:16][C:11]=1[C:7]1[CH:6]=[C:5]2[C:10]([C:2](=[O:29])[N:3]([C:19]3[CH:24]=[CH:23][C:22]([C:25]([F:28])([F:27])[F:26])=[CH:21][CH:20]=3)[NH:4]2)=[CH:9][CH:8]=1.